This data is from Retrosynthesis with 50K atom-mapped reactions and 10 reaction types from USPTO. The task is: Predict the reactants needed to synthesize the given product. (1) Given the product O=C(NCc1cn(-c2ccccc2)c2cc(Cl)ccc2c1=O)c1ccc(NC2CCOCC2)nc1, predict the reactants needed to synthesize it. The reactants are: NC1CCOCC1.O=C(NCc1cn(-c2ccccc2)c2cc(Cl)ccc2c1=O)c1ccc(Cl)nc1. (2) The reactants are: COC(=O)[C@H](CCc1ccccc1)OCC(=O)N1CCOCC1. Given the product O=C(O)[C@H](CCc1ccccc1)OCC(=O)N1CCOCC1, predict the reactants needed to synthesize it. (3) Given the product C[C@H]1COCCN1c1cc(C(C)(C)S(=O)(=O)C2CCCC2)nc(-c2ccc(NC(=O)Oc3ccccc3)cc2)n1, predict the reactants needed to synthesize it. The reactants are: C[C@H]1COCCN1c1cc(C(C)(C)S(=O)(=O)C2CCCC2)nc(-c2ccc(N)cc2)n1.O=C(Cl)Oc1ccccc1. (4) Given the product COc1ccccc1OCC1CO1, predict the reactants needed to synthesize it. The reactants are: COc1ccccc1O.ClCC1CO1. (5) Given the product O=C(O)CCc1ccccc1COCCN1CCCC1, predict the reactants needed to synthesize it. The reactants are: CCOC(=O)CCc1ccccc1COCCN1CCCC1. (6) Given the product COc1ccc(-c2ccc(-c3n[nH]c(=O)n3C[C@@H]3CCN(C(=O)C4CC4)C3)c(F)c2)c(F)c1, predict the reactants needed to synthesize it. The reactants are: COc1ccc(B(O)O)c(F)c1.O=C(C1CC1)N1CC[C@@H](Cn2c(-c3ccc(Br)cc3F)n[nH]c2=O)C1.